This data is from NCI-60 drug combinations with 297,098 pairs across 59 cell lines. The task is: Regression. Given two drug SMILES strings and cell line genomic features, predict the synergy score measuring deviation from expected non-interaction effect. Drug 1: C1CC(=O)NC(=O)C1N2CC3=C(C2=O)C=CC=C3N. Drug 2: CC12CCC3C(C1CCC2OP(=O)(O)O)CCC4=C3C=CC(=C4)OC(=O)N(CCCl)CCCl.[Na+]. Cell line: COLO 205. Synergy scores: CSS=-12.6, Synergy_ZIP=-1.10, Synergy_Bliss=-13.0, Synergy_Loewe=-12.2, Synergy_HSA=-13.2.